From a dataset of Peptide-MHC class I binding affinity with 185,985 pairs from IEDB/IMGT. Regression. Given a peptide amino acid sequence and an MHC pseudo amino acid sequence, predict their binding affinity value. This is MHC class I binding data. (1) The peptide sequence is YIESKAKQL. The MHC is HLA-A02:02 with pseudo-sequence HLA-A02:02. The binding affinity (normalized) is 0.541. (2) The peptide sequence is WFGHLASDW. The MHC is HLA-B15:09 with pseudo-sequence HLA-B15:09. The binding affinity (normalized) is 0.0847. (3) The peptide sequence is TLELNMETL. The MHC is HLA-A31:01 with pseudo-sequence HLA-A31:01. The binding affinity (normalized) is 0.0847. (4) The peptide sequence is RGYVFQGL. The MHC is Mamu-B01 with pseudo-sequence Mamu-B01. The binding affinity (normalized) is 0. (5) The peptide sequence is TRMMETQTST. The MHC is Mamu-B03 with pseudo-sequence Mamu-B03. The binding affinity (normalized) is 0.192.